Dataset: Full USPTO retrosynthesis dataset with 1.9M reactions from patents (1976-2016). Task: Predict the reactants needed to synthesize the given product. (1) Given the product [NH2:24][C:19]1[CH:18]=[C:17]([CH:22]=[CH:21][C:20]=1[CH3:23])[C:16]([N:13]1[CH2:12][CH2:11][CH:10]([C:7]2[CH:8]=[CH:9][C:4]([C:3]([N:2]([CH3:29])[CH3:1])=[O:28])=[CH:5][CH:6]=2)[CH2:15][CH2:14]1)=[O:27], predict the reactants needed to synthesize it. The reactants are: [CH3:1][N:2]([CH3:29])[C:3](=[O:28])[C:4]1[CH:9]=[CH:8][C:7]([CH:10]2[CH2:15][CH2:14][N:13]([C:16](=[O:27])[C:17]3[CH:22]=[CH:21][C:20]([CH3:23])=[C:19]([N+:24]([O-])=O)[CH:18]=3)[CH2:12][CH2:11]2)=[CH:6][CH:5]=1.[H][H]. (2) Given the product [Cl:8][C:4]1[CH:5]=[CH:6][CH:7]=[C:2]([NH:1][CH:12]([CH3:13])[CH3:19])[C:3]=1[CH2:9][OH:10], predict the reactants needed to synthesize it. The reactants are: [NH2:1][C:2]1[CH:7]=[CH:6][CH:5]=[C:4]([Cl:8])[C:3]=1[CH2:9][OH:10].O.[C:12]([O-])(=O)[CH3:13].[Na+].[BH4-].[Na+].[C:19](=O)([O-])[O-].[K+].[K+]. (3) Given the product [C:48]1([C:51]2[CH:52]=[CH:53][CH:54]=[CH:55][CH:56]=2)[CH:47]=[CH:46][C:45]([CH2:44][C@@H:43]([NH:57][C:11]([C:4]2[N:3]=[C:2]([OH:1])[N:7]=[C:6]([C:8]([OH:10])=[O:9])[CH:5]=2)=[O:13])[CH2:42][C@H:41]([C:40]([O:39][CH2:37][CH3:38])=[O:59])[CH3:58])=[CH:50][CH:49]=1, predict the reactants needed to synthesize it. The reactants are: [OH:1][C:2]1[N:7]=[C:6]([C:8]([OH:10])=[O:9])[CH:5]=[C:4]([C:11]([OH:13])=O)[N:3]=1.C1C=CC2N(O)N=NC=2C=1.CCN=C=NCCCN(C)C.Cl.Cl.[CH2:37]([O:39][C:40](=[O:59])[C@H:41]([CH3:58])[CH2:42][C@H:43]([NH2:57])[CH2:44][C:45]1[CH:50]=[CH:49][C:48]([C:51]2[CH:56]=[CH:55][CH:54]=[CH:53][CH:52]=2)=[CH:47][CH:46]=1)[CH3:38].C(N(CC)CC)C. (4) Given the product [CH3:20][O:21][C:22]1[CH:23]=[CH:24][C:25]([CH3:29])=[C:26]([NH:27][C:2]2[O:3][C:4]([C:7]3[CH:8]=[C:9]([N:13]4[CH:18]=[CH:17][CH:16]=[CH:15][C:14]4=[O:19])[CH:10]=[N:11][CH:12]=3)=[CH:5][N:6]=2)[CH:28]=1, predict the reactants needed to synthesize it. The reactants are: Cl[C:2]1[O:3][C:4]([C:7]2[CH:8]=[C:9]([N:13]3[CH:18]=[CH:17][CH:16]=[CH:15][C:14]3=[O:19])[CH:10]=[N:11][CH:12]=2)=[CH:5][N:6]=1.[CH3:20][O:21][C:22]1[CH:23]=[CH:24][C:25]([CH3:29])=[C:26]([CH:28]=1)[NH2:27]. (5) The reactants are: [C:1]([C:5]1[N:10]=[C:9]([N:11]2[CH2:16][CH2:15][N:14]([CH2:17][CH2:18][CH2:19][CH2:20][NH2:21])[CH2:13][CH2:12]2)[CH:8]=[C:7]([C:22]([F:25])([F:24])[F:23])[N:6]=1)([CH3:4])([CH3:3])[CH3:2].C1N=CN([C:31]([N:33]2[CH:37]=N[CH:35]=[CH:34]2)=[O:32])C=1.[C:38]1([CH:44]2CCNC[CH2:45]2)[CH:43]=[CH:42][CH:41]=[CH:40][CH:39]=1. Given the product [C:1]([C:5]1[N:10]=[C:9]([N:11]2[CH2:16][CH2:15][N:14]([CH2:17][CH2:18][CH2:19][CH2:20][NH:21][C:31]([N:33]3[CH2:34][CH2:35][CH:44]([C:38]4[CH:43]=[CH:42][CH:41]=[CH:40][CH:39]=4)[CH2:45][CH2:37]3)=[O:32])[CH2:13][CH2:12]2)[CH:8]=[C:7]([C:22]([F:24])([F:25])[F:23])[N:6]=1)([CH3:4])([CH3:2])[CH3:3], predict the reactants needed to synthesize it. (6) The reactants are: Cl.O1CCOCC1.C(OC([N:15]1[CH2:19][C@@H:18]([O:20][C:21](=[O:30])[NH:22][CH2:23][C:24]2[CH:29]=[CH:28][CH:27]=[CH:26][N:25]=2)[C@H:17]([CH2:31][N:32]([CH:49]([CH3:51])[CH3:50])[C:33](=[O:48])[C:34]2[CH:39]=[CH:38][C:37]([O:40][CH3:41])=[C:36]([O:42][CH2:43][CH2:44][CH2:45][O:46][CH3:47])[CH:35]=2)[CH2:16]1)=O)(C)(C)C. Given the product [CH:49]([N:32]([CH2:31][C@@H:17]1[CH2:16][NH:15][CH2:19][C@H:18]1[O:20][C:21](=[O:30])[NH:22][CH2:23][C:24]1[CH:29]=[CH:28][CH:27]=[CH:26][N:25]=1)[C:33](=[O:48])[C:34]1[CH:39]=[CH:38][C:37]([O:40][CH3:41])=[C:36]([O:42][CH2:43][CH2:44][CH2:45][O:46][CH3:47])[CH:35]=1)([CH3:51])[CH3:50], predict the reactants needed to synthesize it.